This data is from Forward reaction prediction with 1.9M reactions from USPTO patents (1976-2016). The task is: Predict the product of the given reaction. (1) Given the reactants C(N1CCN(C2C=CC(N)=CC=2C)CC1)(=O)C.[Cl:18][C:19]1[CH:24]=[C:23]([N+:25]([O-])=O)[CH:22]=[C:21]([Cl:28])[C:20]=1[N:29]1[CH2:34][CH2:33][O:32][CH2:31][CH2:30]1, predict the reaction product. The product is: [Cl:28][C:21]1[CH:22]=[C:23]([NH2:25])[CH:24]=[C:19]([Cl:18])[C:20]=1[N:29]1[CH2:30][CH2:31][O:32][CH2:33][CH2:34]1. (2) Given the reactants [C:1]([O:5][C:6]([C:8]1[CH:13]=[CH:12][C:11]([S:14]([NH2:17])(=[O:16])=[O:15])=[CH:10][C:9]=1[OH:18])=[O:7])([CH3:4])([CH3:3])[CH3:2].[Cl:19][C:20]1[CH:21]=[C:22]([NH:30][C:31](OC2C=CC=CC=2)=[O:32])[C:23](=[CH:28][CH:29]=1)[C:24]([O:26][CH3:27])=[O:25], predict the reaction product. The product is: [C:1]([O:5][C:6]([C:8]1[CH:13]=[CH:12][C:11]([S:14]([NH:17][C:31]([NH:30][C:22]2[CH:21]=[C:20]([Cl:19])[CH:29]=[CH:28][C:23]=2[C:24]([O:26][CH3:27])=[O:25])=[O:32])(=[O:16])=[O:15])=[CH:10][C:9]=1[OH:18])=[O:7])([CH3:4])([CH3:2])[CH3:3].